This data is from Catalyst prediction with 721,799 reactions and 888 catalyst types from USPTO. The task is: Predict which catalyst facilitates the given reaction. (1) Reactant: [CH3:1][O:2][C:3](=[O:19])[C:4]([C:12]1[CH:17]=[CH:16][C:15]([Br:18])=[CH:14][CH:13]=1)([CH:9]([CH3:11])[CH3:10])[CH2:5][CH2:6][CH2:7]Br.[NH:20]1[C:24]2[CH:25]=[CH:26][CH:27]=[CH:28][C:23]=2[N:22]=[C:21]1[CH2:29][CH2:30][CH2:31][NH:32][CH3:33].N1C2C=CC=CC=2NC=1.C(=O)([O-])[O-].[K+].[K+]. Product: [CH3:1][O:2][C:3](=[O:19])[C:4]([C:12]1[CH:17]=[CH:16][C:15]([Br:18])=[CH:14][CH:13]=1)([CH:9]([CH3:11])[CH3:10])[CH2:5][CH2:6][CH2:7][N:32]([CH2:31][CH2:30][CH2:29][C:21]1[NH:20][C:24]2[CH:25]=[CH:26][CH:27]=[CH:28][C:23]=2[N:22]=1)[CH3:33]. The catalyst class is: 8. (2) Reactant: C([Mg]Br)C.[CH:5]([NH:8]C(C)C)(C)[CH3:6].C(#N)C.[CH2:15]([O:22][C:23]1[CH:30]=[C:29]2[C:26]([CH2:27][C:28]2([S:33][C:34]2[CH:39]=[CH:38][CH:37]=[CH:36][CH:35]=2)[C:31]#[N:32])=[CH:25][C:24]=1[O:40][CH3:41])[C:16]1[CH:21]=[CH:20][CH:19]=[CH:18][CH:17]=1. Product: [NH2:32][C:31]([C:28]1([S:33][C:34]2[CH:39]=[CH:38][CH:37]=[CH:36][CH:35]=2)[CH2:27][C:26]2[C:29]1=[CH:30][C:23]([O:22][CH2:15][C:16]1[CH:17]=[CH:18][CH:19]=[CH:20][CH:21]=1)=[C:24]([O:40][CH3:41])[CH:25]=2)=[CH:6][C:5]#[N:8]. The catalyst class is: 469. (3) Reactant: [NH2:1][C:2]1[CH:3]=[C:4]([C:8]([C:10]2[C:14]3[CH:15]=[N:16][CH:17]=[C:18]([F:19])[C:13]=3[N:12]([C:20]([CH3:31])([CH3:30])[CH2:21][O:22][Si:23]([C:26]([CH3:29])([CH3:28])[CH3:27])([CH3:25])[CH3:24])[CH:11]=2)=[O:9])[CH:5]=[N:6][CH:7]=1.[Cl:32][C:33]1[CH:38]=[CH:37][C:36]([CH2:39][C:40](O)=[O:41])=[CH:35][CH:34]=1.CCN(C(C)C)C(C)C.C(P1(=O)OP(CCC)(=O)OP(CCC)(=O)O1)CC. Product: [C:26]([Si:23]([CH3:24])([CH3:25])[O:22][CH2:21][C:20]([N:12]1[C:13]2[C:18]([F:19])=[CH:17][N:16]=[CH:15][C:14]=2[C:10]([C:8]([C:4]2[CH:3]=[C:2]([NH:1][C:40](=[O:41])[CH2:39][C:36]3[CH:37]=[CH:38][C:33]([Cl:32])=[CH:34][CH:35]=3)[CH:7]=[N:6][CH:5]=2)=[O:9])=[CH:11]1)([CH3:31])[CH3:30])([CH3:29])([CH3:28])[CH3:27]. The catalyst class is: 1.